This data is from CYP2C9 inhibition data for predicting drug metabolism from PubChem BioAssay. The task is: Regression/Classification. Given a drug SMILES string, predict its absorption, distribution, metabolism, or excretion properties. Task type varies by dataset: regression for continuous measurements (e.g., permeability, clearance, half-life) or binary classification for categorical outcomes (e.g., BBB penetration, CYP inhibition). Dataset: cyp2c9_veith. (1) The drug is c1ccc(CNc2nc(-c3ccc4c(c3)OCO4)nc3ccccc23)cc1. The result is 0 (non-inhibitor). (2) The compound is CN1CCCC1CCNC1C2CC3CC(C2)CC1C3. The result is 0 (non-inhibitor). (3) The drug is CC(C)CN1CC[C@@]2(CCCN(S(=O)(=O)c3ccccc3)C2)C1. The result is 0 (non-inhibitor).